This data is from NCI-60 drug combinations with 297,098 pairs across 59 cell lines. The task is: Regression. Given two drug SMILES strings and cell line genomic features, predict the synergy score measuring deviation from expected non-interaction effect. (1) Drug 1: CC1=C(C=C(C=C1)C(=O)NC2=CC(=CC(=C2)C(F)(F)F)N3C=C(N=C3)C)NC4=NC=CC(=N4)C5=CN=CC=C5. Drug 2: C1CN1C2=NC(=NC(=N2)N3CC3)N4CC4. Cell line: NCI-H226. Synergy scores: CSS=1.51, Synergy_ZIP=1.02, Synergy_Bliss=1.81, Synergy_Loewe=-3.45, Synergy_HSA=-3.07. (2) Drug 1: C1CCC(C(C1)N)N.C(=O)(C(=O)[O-])[O-].[Pt+4]. Drug 2: C1CN(P(=O)(OC1)NCCCl)CCCl. Cell line: HOP-92. Synergy scores: CSS=7.43, Synergy_ZIP=-23.8, Synergy_Bliss=-46.2, Synergy_Loewe=-42.4, Synergy_HSA=-42.4. (3) Drug 1: C1=NNC2=C1C(=O)NC=N2. Drug 2: C1C(C(OC1N2C=NC3=C2NC=NCC3O)CO)O. Cell line: NCI-H322M. Synergy scores: CSS=-1.42, Synergy_ZIP=0.600, Synergy_Bliss=-0.828, Synergy_Loewe=-2.05, Synergy_HSA=-2.49. (4) Drug 1: CS(=O)(=O)CCNCC1=CC=C(O1)C2=CC3=C(C=C2)N=CN=C3NC4=CC(=C(C=C4)OCC5=CC(=CC=C5)F)Cl. Drug 2: CCC1(C2=C(COC1=O)C(=O)N3CC4=CC5=C(C=CC(=C5CN(C)C)O)N=C4C3=C2)O.Cl. Cell line: 786-0. Synergy scores: CSS=19.8, Synergy_ZIP=-2.32, Synergy_Bliss=-1.29, Synergy_Loewe=-3.70, Synergy_HSA=-3.41. (5) Drug 1: CC1=C(C(=O)C2=C(C1=O)N3CC4C(C3(C2COC(=O)N)OC)N4)N. Drug 2: C1CCC(C(C1)N)N.C(=O)(C(=O)[O-])[O-].[Pt+4]. Cell line: NCIH23. Synergy scores: CSS=13.3, Synergy_ZIP=-10.8, Synergy_Bliss=-19.7, Synergy_Loewe=-19.1, Synergy_HSA=-17.5. (6) Drug 1: CC1=C2C(C(=O)C3(C(CC4C(C3C(C(C2(C)C)(CC1OC(=O)C(C(C5=CC=CC=C5)NC(=O)OC(C)(C)C)O)O)OC(=O)C6=CC=CC=C6)(CO4)OC(=O)C)O)C)O. Drug 2: CS(=O)(=O)CCNCC1=CC=C(O1)C2=CC3=C(C=C2)N=CN=C3NC4=CC(=C(C=C4)OCC5=CC(=CC=C5)F)Cl. Cell line: DU-145. Synergy scores: CSS=17.5, Synergy_ZIP=9.34, Synergy_Bliss=14.4, Synergy_Loewe=14.2, Synergy_HSA=13.7.